The task is: Predict the product of the given reaction.. This data is from Forward reaction prediction with 1.9M reactions from USPTO patents (1976-2016). (1) Given the reactants [OH:1][C:2]1[C:9]([CH3:10])=[C:8]([CH3:11])[C:7]([N+:12]([O-:14])=[O:13])=[C:6]([CH3:15])[C:3]=1[CH:4]=O.C(=O)([O-])[O-].[K+].[K+].Br[CH2:23][C:24]([O:26][CH2:27][CH3:28])=[O:25].O, predict the reaction product. The product is: [N+:12]([C:7]1[C:8]([CH3:11])=[C:9]([CH3:10])[C:2]2[O:1][C:23]([C:24]([O:26][CH2:27][CH3:28])=[O:25])=[CH:4][C:3]=2[C:6]=1[CH3:15])([O-:14])=[O:13]. (2) Given the reactants [CH3:1][N:2]1[CH2:7][C:6]2([CH2:12][CH2:11][NH:10][CH2:9][CH2:8]2)[O:5][CH2:4][CH2:3]1.[Cl:13][C:14]1[N:15]=[N:16][C:17](Cl)=[CH:18][CH:19]=1.C(N(CC)CC)C, predict the reaction product. The product is: [Cl:13][C:14]1[N:15]=[N:16][C:17]([N:10]2[CH2:11][CH2:12][C:6]3([O:5][CH2:4][CH2:3][N:2]([CH3:1])[CH2:7]3)[CH2:8][CH2:9]2)=[CH:18][CH:19]=1. (3) The product is: [CH:1]1[C:13]2[CH:12]([CH2:14][C:15]([N:21]([CH:18]([CH3:20])[CH3:19])[NH:22][C:23](=[O:30])[C:24]3[CH:25]=[CH:26][CH:27]=[CH:28][CH:29]=3)=[O:16])[C:11]3[C:6](=[CH:7][CH:8]=[CH:9][CH:10]=3)[C:5]=2[CH:4]=[CH:3][CH:2]=1. Given the reactants [CH:1]1[C:13]2[CH:12]([CH2:14][C:15](O)=[O:16])[C:11]3[C:6](=[CH:7][CH:8]=[CH:9][CH:10]=3)[C:5]=2[CH:4]=[CH:3][CH:2]=1.[CH:18]([NH:21][NH:22][C:23](=[O:30])[C:24]1[CH:29]=[CH:28][CH:27]=[CH:26][CH:25]=1)([CH3:20])[CH3:19].C(N(CC)CC)C.C1C=CC2N(O)N=NC=2C=1.CCN=C=NCCCN(C)C, predict the reaction product. (4) Given the reactants [Cl:1][C:2]1[N:9]=[C:8]([CH:10]2[CH2:14][CH2:13][CH2:12][CH2:11]2)[CH:7]=[C:6]([C:15]2[CH:20]=[CH:19][C:18]([OH:21])=[CH:17][CH:16]=2)[C:3]=1[C:4]#[N:5].[C:22]1([CH3:31])[CH:27]=[CH:26][CH:25]=[CH:24][C:23]=1B(O)O, predict the reaction product. The product is: [Cl:1][C:2]1[N:9]=[C:8]([CH:10]2[CH2:11][CH2:12][CH2:13][CH2:14]2)[CH:7]=[C:6]([C:15]2[CH:16]=[CH:17][C:18]([O:21][C:23]3[CH:24]=[CH:25][CH:26]=[CH:27][C:22]=3[CH3:31])=[CH:19][CH:20]=2)[C:3]=1[C:4]#[N:5]. (5) Given the reactants Cl[C:2]1[CH:11]=[CH:10][N:9]=[C:8]2[C:3]=1[CH:4]=[CH:5][C:6]([C:12]1[C:17]([C:18]([F:21])([F:20])[F:19])=[CH:16][CH:15]=[C:14]([O:22][CH3:23])[N:13]=1)=[N:7]2.C(=O)([O-])[O-].[Cs+].[Cs+].[NH2:30][C:31]1[N:36]=[CH:35][C:34]([C:37]([F:40])([F:39])[F:38])=[CH:33][N:32]=1.CC1(C)C2C(=C(P(C3C=CC=CC=3)C3C=CC=CC=3)C=CC=2)OC2C(P(C3C=CC=CC=3)C3C=CC=CC=3)=CC=CC1=2, predict the reaction product. The product is: [CH3:23][O:22][C:14]1[N:13]=[C:12]([C:6]2[N:7]=[C:8]3[C:3]([C:2]([NH:30][C:31]4[N:32]=[CH:33][C:34]([C:37]([F:40])([F:38])[F:39])=[CH:35][N:36]=4)=[CH:11][CH:10]=[N:9]3)=[CH:4][CH:5]=2)[C:17]([C:18]([F:21])([F:20])[F:19])=[CH:16][CH:15]=1.